Task: Regression. Given two drug SMILES strings and cell line genomic features, predict the synergy score measuring deviation from expected non-interaction effect.. Dataset: NCI-60 drug combinations with 297,098 pairs across 59 cell lines (1) Drug 1: CC1OCC2C(O1)C(C(C(O2)OC3C4COC(=O)C4C(C5=CC6=C(C=C35)OCO6)C7=CC(=C(C(=C7)OC)O)OC)O)O. Drug 2: CN(C)C1=NC(=NC(=N1)N(C)C)N(C)C. Cell line: UACC-257. Synergy scores: CSS=10.4, Synergy_ZIP=3.44, Synergy_Bliss=8.95, Synergy_Loewe=-2.39, Synergy_HSA=4.12. (2) Drug 1: CC=C1C(=O)NC(C(=O)OC2CC(=O)NC(C(=O)NC(CSSCCC=C2)C(=O)N1)C(C)C)C(C)C. Drug 2: C1CN(P(=O)(OC1)NCCCl)CCCl. Cell line: ACHN. Synergy scores: CSS=3.71, Synergy_ZIP=3.47, Synergy_Bliss=5.13, Synergy_Loewe=-23.4, Synergy_HSA=-0.548.